This data is from Catalyst prediction with 721,799 reactions and 888 catalyst types from USPTO. The task is: Predict which catalyst facilitates the given reaction. (1) Reactant: [C:1]([OH:12])(=[O:11])[C:2]1[CH:10]=[C:8]([OH:9])[C:6]([OH:7])=[C:4]([OH:5])[CH:3]=1.[OH:13][C@H:14]1[O:22][C@H:21]([CH2:23][OH:24])[C@@H:19]([OH:20])[C@H:17]([OH:18])[C@H:15]1[OH:16]. Product: [C:1]([OH:12])(=[O:11])[C:2]1[CH:10]=[C:8]([OH:9])[C:6]([OH:7])=[C:4]([OH:5])[CH:3]=1.[OH:13][C@@H:14]1[O:22][C@H:21]([CH2:23][OH:24])[C@@H:19]([OH:20])[C@H:17]([OH:18])[C@H:15]1[OH:16]. The catalyst class is: 723. (2) Product: [I:1][C:2]1[CH:9]=[C:6]2[C:5](=[CH:4][CH:3]=1)[O:10][C:17](=[O:18])[C:16]([C:14]([OH:15])=[O:13])=[CH:7]2. Reactant: [I:1][C:2]1[CH:9]=[C:6]([CH:7]=O)[C:5]([OH:10])=[CH:4][CH:3]=1.CC1(C)O[C:17](=[O:18])[CH2:16][C:14](=[O:15])[O:13]1. The catalyst class is: 6. (3) Reactant: [N:1]1[N:5]2[C:9](=[O:10])[C:4]3[N:5]([N:1]=[CH:2][CH:3]=3)[C:9](=[O:10])[C:4]2=[CH:3][CH:2]=1.[Cl:15][C:16]1[CH:22]=[CH:21][CH:20]=[CH:19][C:17]=1[NH2:18].CCO.CCCC(C)C. Product: [Cl:15][C:16]1[CH:22]=[CH:21][CH:20]=[CH:19][C:17]=1[NH:18][C:9]([C:4]1[CH:3]=[CH:2][NH:1][N:5]=1)=[O:10]. The catalyst class is: 850. (4) Reactant: Cl[C:2]1[CH:9]=[CH:8][C:5]([C:6]#[N:7])=[CH:4][N:3]=1.C(=O)([O-])[O-:11].[K+].[K+].Cl.[CH:17]1([CH2:23][CH2:24][NH:25][CH3:26])[CH2:22][CH2:21][CH2:20][CH2:19][CH2:18]1.Cl.Cl.[N:29]1[CH:34]=[CH:33][CH:32]=[C:31]([NH:35][C:36]([N:38]2[CH2:43][CH2:42]N[CH2:40][CH2:39]2)=[O:37])[CH:30]=1.C1C=CC2N(O)N=NC=2C=1.CCN=C=NCCCN(C)C. Product: [CH:17]1([CH2:23][CH2:24][N:25]([CH3:26])[C:2]2[N:3]=[CH:4][C:5]([C:6]([N:7]3[CH2:42][CH2:43][N:38]([C:36]([NH:35][C:31]4[CH:30]=[N:29][CH:34]=[CH:33][CH:32]=4)=[O:37])[CH2:39][CH2:40]3)=[O:11])=[CH:8][CH:9]=2)[CH2:22][CH2:21][CH2:20][CH2:19][CH2:18]1. The catalyst class is: 31.